From a dataset of Reaction yield outcomes from USPTO patents with 853,638 reactions. Predict the reaction yield, written as a fraction of the theoretical maximum amount of product (1.0 means a 100% yield; for example, 0.34 means a 34% yield). (1) The reactants are [CH3:1][O:2][C:3]1[CH:8]=[CH:7][C:6](B(O)O)=[CH:5][CH:4]=1.Cl[C:13]1[C:18]([CH2:19][OH:20])=[CH:17][CH:16]=[CH:15][N:14]=1.C(=O)(O)[O-].[Na+].O1CCOCC1. The catalyst is O.C1C=CC(P(C2C=CC=CC=2)[C-]2C=CC=C2)=CC=1.C1C=CC(P(C2C=CC=CC=2)[C-]2C=CC=C2)=CC=1.Cl[Pd]Cl.[Fe+2]. The product is [CH3:1][O:2][C:3]1[CH:8]=[CH:7][C:6]([C:13]2[C:18]([CH2:19][OH:20])=[CH:17][CH:16]=[CH:15][N:14]=2)=[CH:5][CH:4]=1. The yield is 0.670. (2) The reactants are [F:1][C:2]1[CH:3]=[N:4][C:5]([N:8]2[CH2:16][C@@H:15]3[C@@:10]([C:26]4[S:30][N:29]=[CH:28][CH:27]=4)([N:11]=[C:12]([NH:17]C(=O)C4C=CC=CC=4)[S:13][CH2:14]3)[CH2:9]2)=[N:6][CH:7]=1.[OH-].[Li+].Cl. The catalyst is CO.O. The product is [F:1][C:2]1[CH:3]=[N:4][C:5]([N:8]2[CH2:16][C@@H:15]3[C@@:10]([C:26]4[S:30][N:29]=[CH:28][CH:27]=4)([N:11]=[C:12]([NH2:17])[S:13][CH2:14]3)[CH2:9]2)=[N:6][CH:7]=1. The yield is 0.300. (3) The reactants are [F:1][C:2]1[CH:3]=[C:4]([C@H:13]2[CH2:17][CH2:16][CH2:15][N:14]2[C:18]2[CH:23]=[CH:22][N:21]3[N:24]=[CH:25][C:26]([C:27]([OH:29])=O)=[C:20]3[N:19]=2)[CH:5]=[C:6]([O:8][CH2:9][CH2:10][O:11][CH3:12])[CH:7]=1.[CH:30]1([NH2:33])[CH2:32][CH2:31]1. No catalyst specified. The product is [CH:30]1([NH:33][C:27]([C:26]2[CH:25]=[N:24][N:21]3[CH:22]=[CH:23][C:18]([N:14]4[CH2:15][CH2:16][CH2:17][C@@H:13]4[C:4]4[CH:5]=[C:6]([O:8][CH2:9][CH2:10][O:11][CH3:12])[CH:7]=[C:2]([F:1])[CH:3]=4)=[N:19][C:20]=23)=[O:29])[CH2:32][CH2:31]1. The yield is 0.520. (4) The reactants are [N+:1]([C:4]1[CH:14]=[CH:13][C:7]2[NH:8][C:9](=[S:12])[CH2:10][O:11][C:6]=2[CH:5]=1)([O-])=O.S(S([O-])=O)([O-])=O.[Na+].[Na+]. The catalyst is C(O)C.O. The product is [NH2:1][C:4]1[CH:14]=[CH:13][C:7]2[NH:8][C:9](=[S:12])[CH2:10][O:11][C:6]=2[CH:5]=1. The yield is 0.380. (5) The reactants are [Br:1][C:2]1[CH:7]=[C:6]([Cl:8])[C:5]([OH:9])=[C:4]([CH3:10])[CH:3]=1.[CH2:11](Br)[C:12]1[CH:17]=[CH:16][CH:15]=[CH:14][CH:13]=1.C(=O)([O-])[O-].[K+].[K+]. The catalyst is CN(C)C=O. The product is [Br:1][C:2]1[CH:7]=[C:6]([Cl:8])[C:5]([O:9][CH2:11][C:12]2[CH:17]=[CH:16][CH:15]=[CH:14][CH:13]=2)=[C:4]([CH3:10])[CH:3]=1. The yield is 0.900.